Dataset: Catalyst prediction with 721,799 reactions and 888 catalyst types from USPTO. Task: Predict which catalyst facilitates the given reaction. (1) Reactant: [C:1]([O:5][C:6](=[O:19])[NH:7][C:8]1[CH:13]=[C:12](Cl)[C:11]([CH3:15])=[CH:10][C:9]=1[N+:16]([O-:18])=[O:17])([CH3:4])([CH3:3])[CH3:2].[CH2:20]([NH:22][CH3:23])[CH3:21]. Product: [C:1]([O:5][C:6](=[O:19])[NH:7][C:8]1[CH:13]=[C:12]([N:22]([CH2:20][CH3:21])[CH3:23])[C:11]([CH3:15])=[CH:10][C:9]=1[N+:16]([O-:18])=[O:17])([CH3:4])([CH3:3])[CH3:2]. The catalyst class is: 16. (2) Reactant: CC(C)([S@@]([NH:6][C@H:7]([CH:9]1[CH2:14][CH2:13][N:12]([C:15]([O:17][C:18]([CH3:21])([CH3:20])[CH3:19])=[O:16])[CH2:11][CH2:10]1)[CH3:8])=O)C.Cl.O1CCOCC1.C([O-])(O)=O.[Na+]. Product: [NH2:6][CH:7]([CH:9]1[CH2:10][CH2:11][N:12]([C:15]([O:17][C:18]([CH3:19])([CH3:21])[CH3:20])=[O:16])[CH2:13][CH2:14]1)[CH3:8]. The catalyst class is: 5. (3) Product: [Br:5][C:6]1[N:11]=[CH:10][C:9]2[NH:12][C:1](=[O:2])[N:13]([C:14]([CH3:25])([CH3:24])[CH2:15][O:16][Si:17]([C:20]([CH3:23])([CH3:22])[CH3:21])([CH3:18])[CH3:19])[C:8]=2[CH:7]=1. Reactant: [C:1](Cl)(Cl)=[O:2].[Br:5][C:6]1[N:11]=[CH:10][C:9]([NH2:12])=[C:8]([NH:13][C:14]([CH3:25])([CH3:24])[CH2:15][O:16][Si:17]([C:20]([CH3:23])([CH3:22])[CH3:21])([CH3:19])[CH3:18])[CH:7]=1.C(N(CC)CC)C. The catalyst class is: 30. (4) Reactant: C(OC([NH:8][C:9]([CH3:33])([CH3:32])[CH:10]([NH:15][C:16](=[O:31])[C:17]1[CH:22]=[CH:21][C:20]([C:23]#[C:24][C:25]#[C:26][CH:27]([CH3:30])[CH2:28][OH:29])=[CH:19][CH:18]=1)[C:11]([O:13][CH3:14])=[O:12])=O)(C)(C)C.C(O)(C(F)(F)F)=O. Product: [NH2:8][C:9]([CH3:32])([CH3:33])[CH:10]([NH:15][C:16](=[O:31])[C:17]1[CH:18]=[CH:19][C:20]([C:23]#[C:24][C:25]#[C:26][CH:27]([CH3:30])[CH2:28][OH:29])=[CH:21][CH:22]=1)[C:11]([O:13][CH3:14])=[O:12]. The catalyst class is: 2. (5) Reactant: [H-].[Na+].Cl[C:4]1[CH:9]=[CH:8][C:7]([C:10]([CH2:12][C:13]2[CH:18]=[CH:17][C:16](Cl)=[C:15](Cl)[CH:14]=2)=[O:11])=[CH:6][CH:5]=1.C(Cl)C1C=CC=CC=1.[CH3:29][OH:30]. Product: [CH3:29][O:30][C:4]1[CH:9]=[CH:8][C:7]([C:10]([CH2:12][C:13]2[CH:18]=[CH:17][CH:16]=[CH:15][CH:14]=2)=[O:11])=[CH:6][CH:5]=1. The catalyst class is: 517. (6) Reactant: [CH:1]([C:4]1[CH:5]=[C:6]([NH:10][C:11]2[S:12][C:13]3[CH:19]=[CH:18][C:17]([OH:20])=[CH:16][C:14]=3[N:15]=2)[CH:7]=[CH:8][CH:9]=1)([CH3:3])[CH3:2].Cl[C:22]1[CH:27]=[CH:26][N:25]=[C:24]([NH:28][C:29](=[O:31])[CH3:30])[CH:23]=1.C[Si]([N-][Si](C)(C)C)(C)C.[K+].C(=O)([O-])[O-].[K+].[K+]. Product: [CH:1]([C:4]1[CH:5]=[C:6]([NH:10][C:11]2[S:12][C:13]3[CH:19]=[CH:18][C:17]([O:20][C:22]4[CH:27]=[CH:26][N:25]=[C:24]([NH:28][C:29](=[O:31])[CH3:30])[CH:23]=4)=[CH:16][C:14]=3[N:15]=2)[CH:7]=[CH:8][CH:9]=1)([CH3:3])[CH3:2]. The catalyst class is: 9. (7) Reactant: C(O[C:5](=[O:7])[CH3:6])(=O)C.[OH:8][C:9]([C:11]([F:14])([F:13])[F:12])=[O:10].[Cl:15][C:16]1[CH:17]=[CH:18][C:19]([F:44])=[C:20]([C:22]([CH:24]2[CH2:29][CH2:28][N:27]([C:30]3[N:31]=[C:32]4[CH2:43][CH2:42][NH:41][CH2:40][C:33]4=[N:34][C:35]=3[NH:36][CH:37]([CH3:39])[CH3:38])[CH2:26][CH2:25]2)=[O:23])[CH:21]=1.N1C=CC=CC=1. Product: [Cl:15][C:16]1[CH:17]=[CH:18][C:19]([F:44])=[C:20]([CH:21]=1)[C:22]([CH:24]1[CH2:25][CH2:26][N:27]([C:30]2[N:31]=[C:32]3[CH2:43][CH2:42][N:41]([C:5](=[O:7])[CH3:6])[CH2:40][C:33]3=[N:34][C:35]=2[NH:36][CH:37]([CH3:39])[CH3:38])[CH2:28][CH2:29]1)=[O:23].[C:9]([OH:10])([C:11]([F:14])([F:13])[F:12])=[O:8]. The catalyst class is: 2. (8) Reactant: [NH2:1][CH2:2][C@@H:3]([C:12]([OH:14])=[O:13])[NH:4][C:5]([O:7][C:8]([CH3:11])([CH3:10])[CH3:9])=[O:6].[OH-].[K+].C(=O)([O-])[O-].[K+].[K+].Cl[C:24]([O:26][CH2:27][C:28]1[CH:33]=[CH:32][CH:31]=[CH:30][CH:29]=1)=[O:25]. Product: [CH2:27]([O:26][C:24]([NH:1][CH2:2][C@@H:3]([C:12]([OH:14])=[O:13])[NH:4][C:5]([O:7][C:8]([CH3:9])([CH3:10])[CH3:11])=[O:6])=[O:25])[C:28]1[CH:33]=[CH:32][CH:31]=[CH:30][CH:29]=1. The catalyst class is: 20.